Task: Predict the reactants needed to synthesize the given product.. Dataset: Full USPTO retrosynthesis dataset with 1.9M reactions from patents (1976-2016) Given the product [O:39]1[C:40]2[CH:46]=[CH:45][CH:44]=[CH:43][C:41]=2[N:42]=[C:38]1[N:19]1[CH2:20][CH2:21][CH2:22][C@H:17]([NH:16][CH2:15][C:14]2[CH:13]=[C:12]3[C:7]([CH2:8][CH2:9][C:10](=[O:30])[N:11]3[CH3:29])=[CH:6][C:5]=2[O:4][CH3:3])[C@@H:18]1[C:23]1[CH:28]=[CH:27][CH:26]=[CH:25][CH:24]=1, predict the reactants needed to synthesize it. The reactants are: Cl.Cl.[CH3:3][O:4][C:5]1[CH:6]=[C:7]2[C:12](=[CH:13][C:14]=1[CH2:15][NH:16][C@H:17]1[CH2:22][CH2:21][CH2:20][NH:19][C@H:18]1[C:23]1[CH:28]=[CH:27][CH:26]=[CH:25][CH:24]=1)[N:11]([CH3:29])[C:10](=[O:30])[CH2:9][CH2:8]2.C(=O)([O-])[O-].[K+].[K+].Cl[C:38]1[O:39][C:40]2[CH:46]=[CH:45][CH:44]=[CH:43][C:41]=2[N:42]=1.